Dataset: hERG Central: cardiac toxicity at 1µM, 10µM, and general inhibition. Task: Predict hERG channel inhibition at various concentrations. (1) The drug is Cl.Fc1ccccc1COc1ccc(Br)cc1CNCC1CCCO1. Results: hERG_inhib (hERG inhibition (general)): blocker. (2) The molecule is NC(=O)c1ccccc1NC(=O)c1cc(S(=O)(=O)N2CCCCC2)ccc1N1CCOCC1. Results: hERG_inhib (hERG inhibition (general)): blocker. (3) The molecule is O=C(NCc1cccs1)c1cc(S(=O)(=O)N2CCOCC2)c(Cl)cc1Cl. Results: hERG_inhib (hERG inhibition (general)): blocker. (4) The molecule is COCCn1c(CN(Cc2ccccc2)Cc2ccccc2)nc2c1c(=O)n(C)c(=O)n2C. Results: hERG_inhib (hERG inhibition (general)): blocker. (5) The drug is CCOC(=O)Nc1cccc(Nc2ccccc2)c1. Results: hERG_inhib (hERG inhibition (general)): blocker.